From a dataset of Forward reaction prediction with 1.9M reactions from USPTO patents (1976-2016). Predict the product of the given reaction. (1) Given the reactants [CH3:1][N:2]1[C:6]([CH2:7]O)=[C:5]([CH3:9])[C:4]([CH3:10])=[N:3]1.S(Cl)([Cl:13])=O.C(=O)([O-])O.[Na+], predict the reaction product. The product is: [Cl:13][CH2:7][C:6]1[N:2]([CH3:1])[N:3]=[C:4]([CH3:10])[C:5]=1[CH3:9]. (2) Given the reactants Cl[C:2]1[N:7]=[C:6]([C:8]2[CH:9]=[CH:10][C:11]([O:16][CH3:17])=[C:12]([CH:15]=2)[C:13]#[N:14])[CH:5]=[CH:4][N:3]=1.[NH2:18][C:19]1[CH:20]=[C:21]([NH:25][C:26](=[O:32])[O:27][C:28]([CH3:31])([CH3:30])[CH3:29])[CH:22]=[CH:23][CH:24]=1, predict the reaction product. The product is: [C:13]([C:12]1[CH:15]=[C:8]([C:6]2[CH:5]=[CH:4][N:3]=[C:2]([NH:18][C:19]3[CH:20]=[C:21]([NH:25][C:26](=[O:32])[O:27][C:28]([CH3:30])([CH3:29])[CH3:31])[CH:22]=[CH:23][CH:24]=3)[N:7]=2)[CH:9]=[CH:10][C:11]=1[O:16][CH3:17])#[N:14].